Dataset: Catalyst prediction with 721,799 reactions and 888 catalyst types from USPTO. Task: Predict which catalyst facilitates the given reaction. (1) The catalyst class is: 57. Reactant: [C:1]([NH:4][NH:5][C:6]([O:8][C:9]([CH3:12])([CH3:11])[CH3:10])=[O:7])(=[NH:3])[CH3:2].Br[CH2:14][C:15]([C:17]1[CH:18]=[N:19][N:20]([CH3:22])[CH:21]=1)=O.C(N(CC)C(C)C)(C)C. Product: [C:9]([O:8][C:6](=[O:7])[NH:5][N:4]1[CH:14]=[C:15]([C:17]2[CH:18]=[N:19][N:20]([CH3:22])[CH:21]=2)[N:3]=[C:1]1[CH3:2])([CH3:12])([CH3:11])[CH3:10]. (2) Reactant: [OH:1][CH2:2][C:3]1([CH3:43])[C:8](=[O:9])[N:7]([CH2:10][CH2:11][CH2:12][CH2:13][O:14][CH3:15])[C:6]2[CH:16]=[C:17]([C:24]([N:26]([CH:40]([CH3:42])[CH3:41])[C@@H:27]3[CH2:32][CH2:31][CH2:30][N:29]([C:33]([O:35][C:36]([CH3:39])([CH3:38])[CH3:37])=[O:34])[CH2:28]3)=[O:25])[C:18]([C:20]([F:23])([F:22])[F:21])=[CH:19][C:5]=2[O:4]1.[H-].[Na+].[CH3:46][O:47][CH2:48][CH2:49]Br.[Cl-].[NH4+]. Product: [CH:40]([N:26]([C:24]([C:17]1[C:18]([C:20]([F:23])([F:21])[F:22])=[CH:19][C:5]2[O:4][C:3]([CH2:2][O:1][CH2:49][CH2:48][O:47][CH3:46])([CH3:43])[C:8](=[O:9])[N:7]([CH2:10][CH2:11][CH2:12][CH2:13][O:14][CH3:15])[C:6]=2[CH:16]=1)=[O:25])[C@@H:27]1[CH2:32][CH2:31][CH2:30][N:29]([C:33]([O:35][C:36]([CH3:37])([CH3:39])[CH3:38])=[O:34])[CH2:28]1)([CH3:41])[CH3:42]. The catalyst class is: 9.